This data is from CYP3A4 inhibition data for predicting drug metabolism from PubChem BioAssay. The task is: Regression/Classification. Given a drug SMILES string, predict its absorption, distribution, metabolism, or excretion properties. Task type varies by dataset: regression for continuous measurements (e.g., permeability, clearance, half-life) or binary classification for categorical outcomes (e.g., BBB penetration, CYP inhibition). Dataset: cyp3a4_veith. (1) The compound is CNC(=O)c1nnn(Cc2ccccc2)c1NC(=O)C(F)(F)F. The result is 0 (non-inhibitor). (2) The drug is O=c1c(Cc2ccccc2)c(O)nc2n1CCS2. The result is 0 (non-inhibitor).